Dataset: Peptide-MHC class I binding affinity with 185,985 pairs from IEDB/IMGT. Task: Regression. Given a peptide amino acid sequence and an MHC pseudo amino acid sequence, predict their binding affinity value. This is MHC class I binding data. (1) The peptide sequence is QASQEVKNW. The MHC is HLA-A02:06 with pseudo-sequence HLA-A02:06. The binding affinity (normalized) is 0.00103. (2) The peptide sequence is SVLEVFEGR. The MHC is HLA-A31:01 with pseudo-sequence HLA-A31:01. The binding affinity (normalized) is 0.551. (3) The peptide sequence is VLWAHGFEL. The MHC is HLA-A68:02 with pseudo-sequence HLA-A68:02. The binding affinity (normalized) is 0.186. (4) The peptide sequence is RTLDFHDLNV. The MHC is Mamu-A02 with pseudo-sequence Mamu-A02. The binding affinity (normalized) is 0.796. (5) The peptide sequence is LQLPRDRFK. The MHC is HLA-A03:01 with pseudo-sequence HLA-A03:01. The binding affinity (normalized) is 0.205. (6) The peptide sequence is WHTTKGAAL. The MHC is HLA-A29:02 with pseudo-sequence HLA-A29:02. The binding affinity (normalized) is 0.0847.